This data is from Forward reaction prediction with 1.9M reactions from USPTO patents (1976-2016). The task is: Predict the product of the given reaction. (1) Given the reactants C([Sn](CCCC)(CCCC)[C:6]1[O:7][C:8]2[CH:14]=[CH:13][C:12]([F:15])=[CH:11][C:9]=2[CH:10]=1)CCC.[CH2:24]([O:26][CH2:27][CH2:28][CH2:29][NH:30][C:31](=[O:55])[CH:32]([NH:37][C:38]1[CH:43]=[C:42]([CH2:44][CH2:45][CH2:46]C)[N:41]=[C:40]([C:48]2[CH:49]=[N:50][CH:51]=[C:52](Br)[CH:53]=2)[N:39]=1)[CH2:33][CH:34]([CH3:36])[CH3:35])[CH3:25], predict the reaction product. The product is: [CH2:24]([O:26][CH2:27][CH2:28][CH2:29][NH:30][C:31](=[O:55])[CH:32]([NH:37][C:38]1[CH:43]=[C:42]([CH2:44][CH2:45][CH3:46])[N:41]=[C:40]([C:48]2[CH:49]=[N:50][CH:51]=[C:52]([C:6]3[O:7][C:8]4[CH:14]=[CH:13][C:12]([F:15])=[CH:11][C:9]=4[CH:10]=3)[CH:53]=2)[N:39]=1)[CH2:33][CH:34]([CH3:35])[CH3:36])[CH3:25]. (2) Given the reactants [Br:1][C:2]1[S:14][C:5]2[NH:6][C:7]([C:9]([O:11][CH2:12][CH3:13])=[O:10])=[CH:8][C:4]=2[CH:3]=1.[H-].[Na+].[CH3:17]I, predict the reaction product. The product is: [Br:1][C:2]1[S:14][C:5]2[N:6]([CH3:17])[C:7]([C:9]([O:11][CH2:12][CH3:13])=[O:10])=[CH:8][C:4]=2[CH:3]=1.